Dataset: Peptide-MHC class II binding affinity with 134,281 pairs from IEDB. Task: Regression. Given a peptide amino acid sequence and an MHC pseudo amino acid sequence, predict their binding affinity value. This is MHC class II binding data. (1) The binding affinity (normalized) is 0.706. The MHC is DRB1_1302 with pseudo-sequence DRB1_1302. The peptide sequence is SQDLELSWNWNGLQAY. (2) The peptide sequence is SQDLELSWNLNGEQAY. The MHC is DRB1_0802 with pseudo-sequence DRB1_0802. The binding affinity (normalized) is 0.336.